Task: Predict the reactants needed to synthesize the given product.. Dataset: Full USPTO retrosynthesis dataset with 1.9M reactions from patents (1976-2016) (1) Given the product [O:1]([C:13]1[CH:18]=[CH:17][CH:16]=[CH:15][C:14]=1[CH2:19][C:20]1[CH:25]=[CH:24][C:23]([C:26]([OH:28])=[O:27])=[CH:22][CH:21]=1)[C@@H:2]1[O:10][C@H:9]([CH2:11][OH:12])[C@@H:7]([OH:8])[C@H:5]([OH:6])[C@H:3]1[OH:4], predict the reactants needed to synthesize it. The reactants are: [O:1]([C:13]1[CH:18]=[CH:17][CH:16]=[CH:15][C:14]=1[CH2:19][C:20]1[CH:25]=[CH:24][C:23]([C:26]([O:28]C)=[O:27])=[CH:22][CH:21]=1)[C@@H:2]1[O:10][C@H:9]([CH2:11][OH:12])[C@@H:7]([OH:8])[C@H:5]([OH:6])[C@H:3]1[OH:4].[OH-].[Na+]. (2) Given the product [CH:1]1([C:18]2[CH:19]=[CH:20][CH:21]=[C:22]([CH3:23])[C:17]=2[CH:16]=[O:27])[CH2:3][CH2:2]1, predict the reactants needed to synthesize it. The reactants are: [CH:1]1([Mg]Br)[CH2:3][CH2:2]1.C1(Br)CC1.[Mg].C(/N=[CH:16]/[C:17]1[C:22]([CH3:23])=[CH:21][CH:20]=[CH:19][C:18]=1Cl)CCC.C([O:27]CC)C. (3) Given the product [NH2:31][C:29]1[N:28]=[CH:27][N:26]=[C:25]2[N:24]([CH:32]3[CH2:37][CH2:36][CH:35]([N:38]4[CH2:43][CH2:42][N:41]([CH3:44])[CH2:40][CH2:39]4)[CH2:34][CH2:33]3)[N:23]=[C:22]([C:17]3[C:16]([F:45])=[CH:15][C:14]([NH:13][C:10]([C@@H:8]4[CH2:9][C@H:7]4[C:1]4[CH:6]=[CH:5][CH:4]=[CH:3][CH:2]=4)=[O:11])=[C:19]([O:20][CH3:21])[CH:18]=3)[C:30]=12, predict the reactants needed to synthesize it. The reactants are: [C:1]1([C@@H:7]2[CH2:9][C@H:8]2[C:10](Cl)=[O:11])[CH:6]=[CH:5][CH:4]=[CH:3][CH:2]=1.[NH2:13][C:14]1[C:19]([O:20][CH3:21])=[CH:18][C:17]([C:22]2[C:30]3[C:25](=[N:26][CH:27]=[N:28][C:29]=3[NH2:31])[N:24]([C@H:32]3[CH2:37][CH2:36][C@H:35]([N:38]4[CH2:43][CH2:42][N:41]([CH3:44])[CH2:40][CH2:39]4)[CH2:34][CH2:33]3)[N:23]=2)=[C:16]([F:45])[CH:15]=1.